From a dataset of Forward reaction prediction with 1.9M reactions from USPTO patents (1976-2016). Predict the product of the given reaction. (1) The product is: [OH:28][CH2:27][CH2:26][N:2]1[CH2:7][CH2:6][CH:5]([C:8]2[C:17]3[C:12](=[CH:13][CH:14]=[CH:15][CH:16]=3)[C:11](=[O:18])[NH:10][CH:9]=2)[CH2:4][CH2:3]1. Given the reactants Cl.[NH:2]1[CH2:7][CH2:6][CH:5]([C:8]2[C:17]3[C:12](=[CH:13][CH:14]=[CH:15][CH:16]=3)[C:11](=[O:18])[NH:10][CH:9]=2)[CH2:4][CH2:3]1.C(=O)([O-])[O-].[K+].[K+].Br[CH2:26][CH2:27][OH:28], predict the reaction product. (2) Given the reactants [CH3:1][O:2][C:3]1[C:12]2[C:7](=[C:8]([CH3:13])[CH:9]=[CH:10][CH:11]=2)[C:6]([CH:14]=[O:15])=[CH:5][N:4]=1.[O-:16]Cl=O.[Na+], predict the reaction product. The product is: [CH3:1][O:2][C:3]1[C:12]2[C:7](=[C:8]([CH3:13])[CH:9]=[CH:10][CH:11]=2)[C:6]([C:14]([OH:16])=[O:15])=[CH:5][N:4]=1. (3) Given the reactants [C:1]1(S([O-])(=O)=O)[C:10]2[C:5](=[CH:6][CH:7]=[CH:8][CH:9]=2)[CH:4]=[CH:3][CH:2]=1.[Na+].C=O.[Cl-].[K+].CC(C1CC[C@H]2C(=CC[C@H]3[C@@](C(O)=O)(C)CCC[C@@]32C)C=1)C.P([O-])([O-])([O-])=O.[K+].[K+].[K+].[OH-].[K+].[CH2:52]([N:54]([CH2:55][C:56](O)=O)[CH2:53][C:52](O)=O)[CH2:53][N:54](CC(O)=O)[CH2:55][C:56](O)=O.S([O-])[O-].C=O.[Na+].[Na+].C=CC1C=CC=CC=1.N1(CCC=CC2C=CC=CC=2)CCCC1.C(NO)(C)C, predict the reaction product. The product is: [CH2:7]=[CH:6][C:5]1[CH:10]=[CH:1][CH:2]=[CH:3][CH:4]=1.[CH2:10]=[CH:1][CH:2]=[CH2:3].[N:54]1([CH2:6][CH2:7][CH:8]=[CH:9][C:10]2[CH:1]=[CH:2][CH:3]=[CH:4][CH:5]=2)[CH2:55][CH2:56][CH2:52][CH2:53]1. (4) The product is: [CH3:8][N:7]1[C:3]([CH2:2][C:10]#[N:11])=[C:4]([CH3:9])[CH:5]=[N:6]1. Given the reactants Cl[CH2:2][C:3]1[N:7]([CH3:8])[N:6]=[CH:5][C:4]=1[CH3:9].[C-:10]#[N:11].[K+], predict the reaction product. (5) Given the reactants Cl.[Cl:2][CH2:3][CH2:4][C:5]1[C:10](=[O:11])[N:9]2[CH:12]=[CH:13][CH:14]=[C:15]([OH:16])[C:8]2=[N:7][C:6]=1[CH3:17].CO.C([O-])(=O)C.[Na+], predict the reaction product. The product is: [Cl:2][CH2:3][CH2:4][C:5]1[C:10](=[O:11])[N:9]2[CH2:12][CH2:13][CH2:14][CH:15]([OH:16])[C:8]2=[N:7][C:6]=1[CH3:17]. (6) Given the reactants [CH:1]([C:3]1[C:4]([NH:17][C:18](=[O:23])[C:19]([CH3:22])([CH3:21])[CH3:20])=[N:5][CH:6]=[C:7]([C:9]2[CH:14]=[CH:13][CH:12]=[C:11]([O:15][CH3:16])[CH:10]=2)[CH:8]=1)=[O:2].[NH2:24][C:25]1[CH:30]=[C:29]([F:31])[C:28]([Cl:32])=[CH:27][C:26]=1[NH2:33].C(C1C(NC(=O)C(C)(C)C)=NC=C(C2C=CC=CC=2)C=1)=O.COC1C=C(B(O)O)C=CC=1, predict the reaction product. The product is: [ClH:32].[Cl:32][C:28]1[C:29]([F:31])=[CH:30][C:25]2[NH:24][C:1]([C:3]3[C:4]([NH2:17])=[N:5][CH:6]=[C:7]([C:9]4[CH:14]=[CH:13][CH:12]=[C:11]([O:15][CH3:16])[CH:10]=4)[CH:8]=3)=[N:33][C:26]=2[CH:27]=1.[CH:1]([C:3]1[C:4]([NH:17][C:18](=[O:23])[C:19]([CH3:21])([CH3:20])[CH3:22])=[N:5][CH:6]=[C:7]([C:9]2[CH:14]=[CH:13][CH:12]=[C:11]([O:15][CH3:16])[CH:10]=2)[CH:8]=1)=[O:2]. (7) Given the reactants [CH2:1]([O:8][C:9]1[CH:10]=[CH:11][C:12]([C@@H:20]([O:54][Si:55]([C:58]([CH3:61])([CH3:60])[CH3:59])([CH3:57])[CH3:56])[CH2:21][N:22]([C:47]([O:49][C:50]([CH3:53])([CH3:52])[CH3:51])=[O:48])[CH2:23][CH2:24][CH2:25][CH2:26][NH:27][C:28]([C:30]2[CH:31]=[C:32]([C:36]([OH:46])([C:40]3[CH:45]=[CH:44][CH:43]=[CH:42][CH:41]=3)[C:37]([OH:39])=[O:38])[CH:33]=[CH:34][CH:35]=2)=[O:29])=[C:13]2[C:18]=1[NH:17][C:16](=[O:19])[CH:15]=[CH:14]2)[C:2]1[CH:7]=[CH:6][CH:5]=[CH:4][CH:3]=1.C1N=CN(C(N2C=NC=C2)=O)C=1.[N:74]12[CH2:81][CH2:80][CH:77]([CH2:78][CH2:79]1)[C@@H:76](O)[CH2:75]2, predict the reaction product. The product is: [CH2:1]([O:8][C:9]1[CH:10]=[CH:11][C:12]([C@@H:20]([O:54][Si:55]([C:58]([CH3:61])([CH3:60])[CH3:59])([CH3:56])[CH3:57])[CH2:21][N:22]([C:47]([O:49][C:50]([CH3:51])([CH3:52])[CH3:53])=[O:48])[CH2:23][CH2:24][CH2:25][CH2:26][NH:27][C:28]([C:30]2[CH:31]=[C:32]([C:36]([OH:46])([C:40]3[CH:41]=[CH:42][CH:43]=[CH:44][CH:45]=3)[C:37]([O:39][C@@H:76]3[CH:77]4[CH2:80][CH2:81][N:74]([CH2:79][CH2:78]4)[CH2:75]3)=[O:38])[CH:33]=[CH:34][CH:35]=2)=[O:29])=[C:13]2[C:18]=1[NH:17][C:16](=[O:19])[CH:15]=[CH:14]2)[C:2]1[CH:7]=[CH:6][CH:5]=[CH:4][CH:3]=1.